This data is from Peptide-MHC class II binding affinity with 134,281 pairs from IEDB. The task is: Regression. Given a peptide amino acid sequence and an MHC pseudo amino acid sequence, predict their binding affinity value. This is MHC class II binding data. (1) The peptide sequence is TYGDKWLDAKSTWYG. The MHC is DRB1_1302 with pseudo-sequence DRB1_1302. The binding affinity (normalized) is 0. (2) The peptide sequence is MTQRVVIALLVLAVG. The MHC is H-2-IAd with pseudo-sequence H-2-IAd. The binding affinity (normalized) is 0.189. (3) The peptide sequence is EQCCTSICSLYQLEN. The MHC is DRB3_0101 with pseudo-sequence DRB3_0101. The binding affinity (normalized) is 0.120. (4) The peptide sequence is AFAATANPWASQRF. The MHC is DRB4_0101 with pseudo-sequence DRB4_0103. The binding affinity (normalized) is 0.350. (5) The peptide sequence is VVVHITDDNEEPIAP. The MHC is HLA-DPA10103-DPB10201 with pseudo-sequence HLA-DPA10103-DPB10201. The binding affinity (normalized) is 0.0263. (6) The peptide sequence is AFKIAATAANAAPTN. The MHC is DRB1_1602 with pseudo-sequence DRB1_1602. The binding affinity (normalized) is 0.692. (7) The MHC is DRB3_0101 with pseudo-sequence DRB3_0101. The binding affinity (normalized) is 0.445. The peptide sequence is PANDKFTVFEAAFNDAIKE. (8) The peptide sequence is SQDLELSRNLNGLQAY. The MHC is DRB1_1302 with pseudo-sequence DRB1_1302. The binding affinity (normalized) is 0.671.